From a dataset of TCR-epitope binding with 47,182 pairs between 192 epitopes and 23,139 TCRs. Binary Classification. Given a T-cell receptor sequence (or CDR3 region) and an epitope sequence, predict whether binding occurs between them. (1) The epitope is RILGAGCFV. The TCR CDR3 sequence is CASSSPLEAQETQYF. Result: 0 (the TCR does not bind to the epitope). (2) The epitope is MPASWVMRI. The TCR CDR3 sequence is CASSLTTSYNEQFF. Result: 0 (the TCR does not bind to the epitope). (3) The epitope is LLLGIGILV. The TCR CDR3 sequence is CASRPPGANVLTF. Result: 0 (the TCR does not bind to the epitope). (4) Result: 0 (the TCR does not bind to the epitope). The TCR CDR3 sequence is CASSLAWGGFYNEQFF. The epitope is AYAQKIFKI. (5) The epitope is RILGAGCFV. The TCR CDR3 sequence is CAISDHDRTLSYNEQFF. Result: 0 (the TCR does not bind to the epitope). (6) The epitope is NLSALGIFST. The TCR CDR3 sequence is CASSSGTVYNEQFF. Result: 1 (the TCR binds to the epitope).